This data is from Reaction yield outcomes from USPTO patents with 853,638 reactions. The task is: Predict the reaction yield, written as a fraction of the theoretical maximum amount of product (1.0 means a 100% yield; for example, 0.34 means a 34% yield). (1) The reactants are [F:1][C:2]([F:30])([F:29])[C:3]1[CH:4]=[C:5]([S:9]([CH:12]([C@H:14]2[CH2:17][C@H:16]([N:18]3C(=O)C4C(=CC=CC=4)C3=O)[CH2:15]2)[CH3:13])(=[O:11])=[O:10])[CH:6]=[CH:7][CH:8]=1.NN. The catalyst is CCO. The product is [F:29][C:2]([F:1])([F:30])[C:3]1[CH:4]=[C:5]([S:9]([CH:12]([C@H:14]2[CH2:17][C@H:16]([NH2:18])[CH2:15]2)[CH3:13])(=[O:10])=[O:11])[CH:6]=[CH:7][CH:8]=1. The yield is 0.890. (2) The reactants are [CH2:1]([O:8][CH2:9][CH:10]=O)[C:2]1[CH:7]=[CH:6][CH:5]=[CH:4][CH:3]=1.ClC(Cl)([CH2:16][CH3:17])C=O.[NH3:19].[C:20](#[N:22])[CH3:21]. No catalyst specified. The product is [CH2:1]([O:8][CH2:9][C:10]1[NH:22][CH:20]=[C:21]([CH2:16][CH3:17])[N:19]=1)[C:2]1[CH:7]=[CH:6][CH:5]=[CH:4][CH:3]=1. The yield is 0.530. (3) The reactants are [Cl:1][C:2]1[CH:7]=[CH:6][CH:5]=[C:4]([N:8]=[C:9]=[O:10])[CH:3]=1.[C:11]([N:15]1[CH2:20][CH2:19][N:18](C(OC(C)(C)C)=O)[C@@H:17]([C:28]([N:30]2[CH2:35][CH2:34][NH:33][CH2:32][CH2:31]2)=[O:29])[CH2:16]1)([CH3:14])([CH3:13])[CH3:12]. The catalyst is C(Cl)Cl. The product is [NH3:8].[CH3:9][OH:10].[C:11]([N:15]1[CH2:20][CH2:19][NH:18][C@@H:17]([C:28]([N:30]2[CH2:35][CH2:34][N:33]([C:9]([NH:8][C:4]3[CH:5]=[CH:6][CH:7]=[C:2]([Cl:1])[CH:3]=3)=[O:10])[CH2:32][CH2:31]2)=[O:29])[CH2:16]1)([CH3:14])([CH3:12])[CH3:13]. The yield is 0.100. (4) The reactants are [C:1]([O:5][C:6]([N:8]1[CH2:13][CH2:12][NH:11][CH2:10][CH2:9]1)=[O:7])([CH3:4])([CH3:3])[CH3:2].[CH2:14]([O:16][C:17](=[O:25])[C:18]1[CH:23]=[CH:22][C:21](F)=[CH:20][CH:19]=1)[CH3:15].C(=O)([O-])[O-].[K+].[K+].O. The catalyst is CS(C)=O. The product is [C:1]([O:5][C:6]([N:8]1[CH2:13][CH2:12][N:11]([C:21]2[CH:22]=[CH:23][C:18]([C:17]([O:16][CH2:14][CH3:15])=[O:25])=[CH:19][CH:20]=2)[CH2:10][CH2:9]1)=[O:7])([CH3:4])([CH3:2])[CH3:3]. The yield is 0.600. (5) The reactants are [H-].C([Al+]CC(C)C)C(C)C.C[O:12][C:13]([C:15]1([OH:38])[CH2:20][C@@H:19]([O:21][Si:22]([C:25]([CH3:28])([CH3:27])[CH3:26])([CH3:24])[CH3:23])[C:18](=[CH2:29])[C@H:17]([O:30][Si:31]([C:34]([CH3:37])([CH3:36])[CH3:35])([CH3:33])[CH3:32])[CH2:16]1)=O. The catalyst is CCOCC. The yield is 0.240. The product is [Si:22]([O:21][C@H:19]1[C:18](=[CH2:29])[C@H:17]([O:30][Si:31]([C:34]([CH3:37])([CH3:36])[CH3:35])([CH3:33])[CH3:32])[CH2:16][C:15]([CH2:13][OH:12])([OH:38])[CH2:20]1)([C:25]([CH3:27])([CH3:28])[CH3:26])([CH3:24])[CH3:23].